Dataset: Reaction yield outcomes from USPTO patents with 853,638 reactions. Task: Predict the reaction yield, written as a fraction of the theoretical maximum amount of product (1.0 means a 100% yield; for example, 0.34 means a 34% yield). (1) The reactants are [Cl:1][C:2]1[CH:7]=[CH:6][C:5]([C:8]2[C:14]3[CH:15]=[C:16]([O:19][CH3:20])[CH:17]=[CH:18][C:13]=3[N:12]3[C:21]([CH3:24])=[N:22][N:23]=[C:11]3[C@H:10]([CH2:25][C:26]([OH:28])=[O:27])[N:9]=2)=[CH:4][CH:3]=1.[CH3:29][N:30]([CH3:35])[CH2:31][CH2:32][CH2:33][NH2:34].CN(C(ON1N=NC2C=CC=NC1=2)=[N+](C)C)C.F[P-](F)(F)(F)(F)F.CCN(C(C)C)C(C)C. The catalyst is CN(C=O)C.CO. The product is [CH:26]([OH:28])=[O:27].[Cl:1][C:2]1[CH:3]=[CH:4][C:5]([C:8]2[C:14]3[CH:15]=[C:16]([O:19][CH3:20])[CH:17]=[CH:18][C:13]=3[N:12]3[C:21]([CH3:24])=[N:22][N:23]=[C:11]3[C@H:10]([CH2:25][C:26]([NH:34][CH2:33][CH2:32][CH2:31][N:30]([CH3:35])[CH3:29])=[O:27])[N:9]=2)=[CH:6][CH:7]=1. The yield is 0.715. (2) The reactants are [CH3:1][C:2]1[CH:7]=[C:6]([CH3:8])[CH:5]=[CH:4][N+:3]=1[O-].[C:10]([O:13]C(=O)C)(=[O:12])[CH3:11]. No catalyst specified. The product is [CH3:1][C:2]1[CH:7]=[C:6]([CH2:8][O:13][C:10](=[O:12])[CH3:11])[CH:5]=[CH:4][N:3]=1. The yield is 0.150. (3) The reactants are [C:1]([O:5][C:6](=[O:34])[CH2:7][O:8][C:9]1[C:14]([CH3:15])=[CH:13][C:12]([C:16]2[O:17][C:18]3[N:19]=[C:20](S(C)(=O)=O)[N:21]=[C:22]([CH2:25][CH:26]([CH3:28])[CH3:27])[C:23]=3[N:24]=2)=[CH:11][C:10]=1[CH3:33])([CH3:4])([CH3:3])[CH3:2].[Cl:35][C:36]1[CH:37]=[C:38]([OH:42])[CH:39]=[CH:40][CH:41]=1. No catalyst specified. The product is [Cl:35][C:36]1[CH:37]=[C:38]([CH:39]=[CH:40][CH:41]=1)[O:42][C:20]1[N:21]=[C:22]([CH2:25][CH:26]([CH3:28])[CH3:27])[C:23]2[N:24]=[C:16]([C:12]3[CH:13]=[C:14]([CH3:15])[C:9]([O:8][CH2:7][C:6]([O:5][C:1]([CH3:4])([CH3:3])[CH3:2])=[O:34])=[C:10]([CH3:33])[CH:11]=3)[O:17][C:18]=2[N:19]=1. The yield is 1.00. (4) The reactants are C(OC([N:8]1[CH2:13][CH2:12][CH:11]([C:14]2[CH:36]=[CH:35][C:17]3[C:18]4[N:22]([CH2:23][CH2:24][O:25][C:16]=3[CH:15]=2)[CH:21]=[C:20]([C:26]2[N:27]([CH:32]([CH3:34])[CH3:33])[N:28]=[C:29]([CH3:31])[N:30]=2)[N:19]=4)[CH2:10][CH2:9]1)=O)(C)(C)C.[ClH:37]. The catalyst is O1CCOCC1.CO. The product is [ClH:37].[CH:32]([N:27]1[C:26]([C:20]2[N:19]=[C:18]3[N:22]([CH2:23][CH2:24][O:25][C:16]4[CH:15]=[C:14]([CH:11]5[CH2:12][CH2:13][NH:8][CH2:9][CH2:10]5)[CH:36]=[CH:35][C:17]=43)[CH:21]=2)=[N:30][C:29]([CH3:31])=[N:28]1)([CH3:34])[CH3:33]. The yield is 0.430. (5) The reactants are [F:1][C:2]([F:29])([F:28])[C:3]1[C:12]([O:13][C@H:14]2[CH2:19][CH2:18][C@@H:17]([C:20]([F:23])([F:22])[F:21])[CH2:16][CH2:15]2)=[CH:11][CH:10]=[C:9]2[C:4]=1[CH:5]=[CH:6][C:7]([C:24]([O:26]C)=[O:25])=[CH:8]2.[OH-].[Na+]. The yield is 0.900. The product is [F:1][C:2]([F:28])([F:29])[C:3]1[C:12]([O:13][C@H:14]2[CH2:19][CH2:18][C@@H:17]([C:20]([F:23])([F:21])[F:22])[CH2:16][CH2:15]2)=[CH:11][CH:10]=[C:9]2[C:4]=1[CH:5]=[CH:6][C:7]([C:24]([OH:26])=[O:25])=[CH:8]2. The catalyst is CO. (6) The product is [Br:1][C:2]1[C:6]2=[N:7][CH:8]=[C:9]([CH2:11][OH:12])[CH:10]=[C:5]2[N:4]([C:15]([C:16]2[C:21]([C:22]([F:25])([F:23])[F:24])=[CH:20][CH:19]=[CH:18][C:17]=2[Cl:26])=[O:27])[N:3]=1. The catalyst is C1COCC1. The yield is 0.750. The reactants are [Br:1][C:2]1[C:6]2=[N:7][CH:8]=[C:9]([C:11](OC)=[O:12])[CH:10]=[C:5]2[N:4]([C:15](=[O:27])[C:16]2[C:21]([C:22]([F:25])([F:24])[F:23])=[CH:20][CH:19]=[CH:18][C:17]=2[Cl:26])[N:3]=1.CC(C[AlH]CC(C)C)C.[OH-].[Na+].O. (7) The reactants are [F:1][C:2]1[S:43][C:5]2[C:6](=[O:42])[N:7](COCC[Si](C)(C)C)[C:8]3[C:9]([CH3:33])=[CH:10][C:11]([O:31][CH3:32])=[C:12]([C:14]4[CH:19]=[CH:18][C:17]([C@@H:20]([CH3:30])[CH2:21][NH:22]C(=O)OC(C)(C)C)=[CH:16][CH:15]=4)[C:13]=3[C:4]=2[CH:3]=1.FC(F)(F)C(O)=O. No catalyst specified. The product is [NH2:22][CH2:21][C@@H:20]([C:17]1[CH:18]=[CH:19][C:14]([C:12]2[C:13]3[C:4]4[CH:3]=[C:2]([F:1])[S:43][C:5]=4[C:6](=[O:42])[NH:7][C:8]=3[C:9]([CH3:33])=[CH:10][C:11]=2[O:31][CH3:32])=[CH:15][CH:16]=1)[CH3:30]. The yield is 0.430.